Dataset: Reaction yield outcomes from USPTO patents with 853,638 reactions. Task: Predict the reaction yield, written as a fraction of the theoretical maximum amount of product (1.0 means a 100% yield; for example, 0.34 means a 34% yield). The reactants are [CH3:1][O:2][C:3]([CH:5]1[C:11](=O)[CH2:10][CH:9]([C:13]([O:15][CH3:16])=[O:14])[C:7](=O)[CH2:6]1)=[O:4].[Cl:17][C:18]1[CH:24]=[CH:23][C:21]([NH2:22])=[CH:20][CH:19]=1.[ClH:25]. The catalyst is CO. The product is [Cl:17][C:18]1[CH:24]=[CH:23][C:21]([NH:22][C:7]2[CH2:6][C:5]([C:3]([O:2][CH3:1])=[O:4])=[C:11]([NH:22][C:21]3[CH:23]=[CH:24][C:18]([Cl:25])=[CH:19][CH:20]=3)[CH2:10][C:9]=2[C:13]([O:15][CH3:16])=[O:14])=[CH:20][CH:19]=1. The yield is 0.960.